The task is: Predict the reactants needed to synthesize the given product.. This data is from Full USPTO retrosynthesis dataset with 1.9M reactions from patents (1976-2016). (1) Given the product [CH3:1][C:2]1([CH3:16])[C:10]2[C:9]3[C:8]([CH:7]([CH3:17])[CH2:6][C:5]=2[C:4]([CH3:14])([CH3:13])[CH:3]1[CH3:15])=[CH:11][N:23]=[CH:21][N:22]=3, predict the reactants needed to synthesize it. The reactants are: [CH3:1][C:2]1([CH3:16])[C:10]2[CH2:9][CH:8]([CH3:11])[CH2:7][C:6](=O)[C:5]=2[C:4]([CH3:14])([CH3:13])[CH:3]1[CH3:15].[C:17](O)(=O)C.[CH:21]([NH2:23])=[NH:22]. (2) Given the product [Br:1][C:2]1[C:7]([O:8][CH3:9])=[CH:6][C:5]2[O:10][CH2:11][C:12]3[C:16]([C:17]([N:34]4[CH2:35][CH2:36][CH2:37][N:31]([C:29]([CH:25]5[CH2:28][CH2:27][CH2:26]5)=[O:30])[CH2:32][CH2:33]4)=[O:18])=[N:15][N:14]([C:20]4[CH:24]=[CH:23][S:22][CH:21]=4)[C:13]=3[C:4]=2[CH:3]=1, predict the reactants needed to synthesize it. The reactants are: [Br:1][C:2]1[C:7]([O:8][CH3:9])=[CH:6][C:5]2[O:10][CH2:11][C:12]3[C:16]([C:17](O)=[O:18])=[N:15][N:14]([C:20]4[CH:24]=[CH:23][S:22][CH:21]=4)[C:13]=3[C:4]=2[CH:3]=1.[CH:25]1([C:29]([N:31]2[CH2:37][CH2:36][CH2:35][NH:34][CH2:33][CH2:32]2)=[O:30])[CH2:28][CH2:27][CH2:26]1.C(P1(=O)OP(CCC)(=O)OP(CCC)(=O)O1)CC. (3) The reactants are: [C:1](Cl)(Cl)=[S:2].[NH2:5][C:6]1[N:7]=[CH:8][C:9]([C:12]#[N:13])=[N:10][CH:11]=1.N1C=CC=CC=1. Given the product [N:5]([C:6]1[N:7]=[CH:8][C:9]([C:12]#[N:13])=[N:10][CH:11]=1)=[C:1]=[S:2], predict the reactants needed to synthesize it. (4) Given the product [N:21]1([C@@H:18]2[CH2:19][CH2:20][N:16]([C:14]3[S:15][C:11]4[CH:10]=[C:9]([C:6]5[CH:7]=[N:8][C:3]([OH:2])=[N:4][CH:5]=5)[CH:28]=[CH:27][C:12]=4[N:13]=3)[CH2:17]2)[CH2:22][CH2:23][CH2:24][CH2:25][CH2:26]1, predict the reactants needed to synthesize it. The reactants are: C[O:2][C:3]1[N:8]=[CH:7][C:6]([C:9]2[CH:28]=[CH:27][C:12]3[N:13]=[C:14]([N:16]4[CH2:20][CH2:19][C@@H:18]([N:21]5[CH2:26][CH2:25][CH2:24][CH2:23][CH2:22]5)[CH2:17]4)[S:15][C:11]=3[CH:10]=2)=[CH:5][N:4]=1.Br. (5) Given the product [OH:27][C@H:11]([CH2:10][C:5]1[CH:6]=[CH:7][CH:8]=[CH:9][C:4]=1[O:3][C:2]([F:16])([F:17])[F:1])[C:12]([O:14][CH3:15])=[O:13], predict the reactants needed to synthesize it. The reactants are: [F:1][C:2]([F:17])([F:16])[O:3][C:4]1[CH:9]=[CH:8][CH:7]=[CH:6][C:5]=1/[CH:10]=[CH:11]/[C:12]([O:14][CH3:15])=[O:13].C(O)(=[O:27])C=CC1C=CC=CC=1. (6) Given the product [Cl:23][C:18]1[CH:17]=[C:16]([N:15]([CH2:24][CH:25]2[CH2:26][CH2:27][CH2:28][CH2:29]2)[C:13](=[O:14])[NH:12][C:10]2[S:11][C:7]([S:6][CH2:5][C:4]([OH:30])=[O:3])=[CH:8][N:9]=2)[CH:21]=[CH:20][C:19]=1[F:22], predict the reactants needed to synthesize it. The reactants are: C([O:3][C:4](=[O:30])[CH2:5][S:6][C:7]1[S:11][C:10]([NH:12][C:13]([N:15]([CH2:24][CH:25]2[CH2:29][CH2:28][CH2:27][CH2:26]2)[C:16]2[CH:21]=[CH:20][C:19]([F:22])=[C:18]([Cl:23])[CH:17]=2)=[O:14])=[N:9][CH:8]=1)C.C1(CN(C2C=CC(S(C)(=O)=O)=CC=2)C(=O)NC2SC=C(CC(O)=O)N=2)CCCC1.C1(CNC2C=CC(F)=C(Cl)C=2)CCCC1.C(OC(=O)CSC1SC(N)=NC=1)C. (7) The reactants are: [C:1]([C:3]1[C:4]([N:16]2[CH2:21][CH2:20][CH:19]([C:22](O)=[O:23])[CH2:18][CH2:17]2)=[N:5][C:6]([CH2:14][CH3:15])=[C:7]([C:9]([O:11][CH2:12][CH3:13])=[O:10])[CH:8]=1)#[N:2].[Cl:25][C:26]1[CH:31]=[CH:30][C:29]([CH2:32][S:33]([NH2:36])(=[O:35])=[O:34])=[C:28]([F:37])[CH:27]=1. Given the product [Cl:25][C:26]1[CH:31]=[CH:30][C:29]([CH2:32][S:33]([NH:36][C:22]([CH:19]2[CH2:18][CH2:17][N:16]([C:4]3[C:3]([C:1]#[N:2])=[CH:8][C:7]([C:9]([O:11][CH2:12][CH3:13])=[O:10])=[C:6]([CH2:14][CH3:15])[N:5]=3)[CH2:21][CH2:20]2)=[O:23])(=[O:35])=[O:34])=[C:28]([F:37])[CH:27]=1, predict the reactants needed to synthesize it. (8) Given the product [Cl:1][C:2]1[C:3]([C:23]([F:25])([F:24])[F:26])=[CH:4][C:5]2[N:9]=[C:8]([C:10](=[O:12])[CH3:11])[N:7]([C:13]3[CH:14]=[CH:15][C:16]([CH2:19][CH2:20][Cl:21])=[CH:17][CH:18]=3)[C:6]=2[CH:22]=1, predict the reactants needed to synthesize it. The reactants are: [Cl:1][C:2]1[C:3]([C:23]([F:26])([F:25])[F:24])=[CH:4][C:5]2[N:9]=[C:8]([CH:10]([OH:12])[CH3:11])[N:7]([C:13]3[CH:18]=[CH:17][C:16]([CH2:19][CH2:20][Cl:21])=[CH:15][CH:14]=3)[C:6]=2[CH:22]=1. (9) Given the product [CH3:17][C:13]1([CH3:18])[CH2:12][N:11]([C:4]2[C:5]3[S:10][CH:9]=[CH:8][C:6]=3[N:7]=[C:2]([C:23]3[CH:22]=[N:21][C:20]([NH2:19])=[N:25][CH:24]=3)[N:3]=2)[CH2:16][CH2:15][O:14]1, predict the reactants needed to synthesize it. The reactants are: Cl[C:2]1[N:3]=[C:4]([N:11]2[CH2:16][CH2:15][O:14][C:13]([CH3:18])([CH3:17])[CH2:12]2)[C:5]2[S:10][CH:9]=[CH:8][C:6]=2[N:7]=1.[NH2:19][C:20]1[N:25]=[CH:24][C:23](B2OC(C)(C)C(C)(C)O2)=[CH:22][N:21]=1.CC#N.CC([O-])=O.[K+]. (10) Given the product [Cl:9][C:7]1[CH:8]=[C:3]2[C:4]([C:14](=[O:16])[CH:15]=[N:17][NH:2]2)=[CH:5][C:6]=1[C:10]([F:13])([F:11])[F:12], predict the reactants needed to synthesize it. The reactants are: Cl.[NH2:2][C:3]1[CH:8]=[C:7]([Cl:9])[C:6]([C:10]([F:13])([F:12])[F:11])=[CH:5][C:4]=1[C:14](=[O:16])[CH3:15].[N:17]([O-])=O.[Na+].